From a dataset of Full USPTO retrosynthesis dataset with 1.9M reactions from patents (1976-2016). Predict the reactants needed to synthesize the given product. (1) The reactants are: Cl[C:2]1[C:7]([S:8](Cl)(=[O:10])=[O:9])=[CH:6][CH:5]=[CH:4][N:3]=1.[CH3:12][OH:13].C[O-].[Na+].[NH3:17]. Given the product [CH3:12][O:13][C:2]1[C:7]([S:8]([NH2:17])(=[O:10])=[O:9])=[CH:6][CH:5]=[CH:4][N:3]=1, predict the reactants needed to synthesize it. (2) Given the product [Br:13][C:14]1[N:15]=[C:16]([C:19]([F:22])([F:21])[F:20])[S:17][C:18]=1[C:23]([OH:25])=[O:24], predict the reactants needed to synthesize it. The reactants are: [Li]CCCC.N(C(C)C)C(C)C.[Br:13][C:14]1[N:15]=[C:16]([C:19]([F:22])([F:21])[F:20])[S:17][CH:18]=1.[C:23](=[O:25])=[O:24].